From a dataset of hERG potassium channel inhibition data for cardiac toxicity prediction from Karim et al.. Regression/Classification. Given a drug SMILES string, predict its toxicity properties. Task type varies by dataset: regression for continuous values (e.g., LD50, hERG inhibition percentage) or binary classification for toxic/non-toxic outcomes (e.g., AMES mutagenicity, cardiotoxicity, hepatotoxicity). Dataset: herg_karim. (1) The molecule is CC(=O)Oc1ccc2c3c1O[C@H]1[C@@H](OC(C)=O)C=C[C@H]4[C@@H](C2)N(C)CC[C@]314. The result is 0 (non-blocker). (2) The molecule is Cc1c([C@@H]2CN3CCN(C(=O)Cc4cnc(-n5cnnn5)cn4)C[C@H]3CO2)ccc(F)c1C#N. The result is 0 (non-blocker). (3) The drug is CC[C@@H](C)[C@H](C(=O)O)N1C[C@H](CN2CCC(c3cc(Cc4ccc(OC)c(OC)c4)nn3CC)CC2)[C@@H](c2cccc(F)c2)C1. The result is 0 (non-blocker). (4) The drug is Cc1nc(-c2ccncn2)sc1-c1ccc2cc(CCN3CCCC3C)ccc2n1. The result is 1 (blocker). (5) The compound is N#Cc1ccc(Cn2cncc2CN(CCN2CCNCC2)C2CCN(Cc3cccc(Cl)c3)C2=O)cc1. The result is 1 (blocker).